This data is from Forward reaction prediction with 1.9M reactions from USPTO patents (1976-2016). The task is: Predict the product of the given reaction. (1) Given the reactants [F:1][C:2]1[CH:10]=[CH:9][C:5]([C:6]([OH:8])=O)=[CH:4][N:3]=1.Cl.[Cl:12][C:13]1[CH:20]=[C:19]([S:21]([CH3:24])(=[O:23])=[O:22])[CH:18]=[CH:17][C:14]=1[CH2:15][NH2:16].ON1C2C=CC=CC=2N=N1.Cl.C(N=C=NCCCN(C)C)C.C(N(C(C)C)CC)(C)C, predict the reaction product. The product is: [Cl:12][C:13]1[CH:20]=[C:19]([S:21]([CH3:24])(=[O:23])=[O:22])[CH:18]=[CH:17][C:14]=1[CH2:15][NH:16][C:6](=[O:8])[C:5]1[CH:9]=[CH:10][C:2]([F:1])=[N:3][CH:4]=1. (2) Given the reactants [Cl:1][C:2]1[CH:9]=[C:8]([N:10]([CH2:16][C:17]2[CH:22]=[C:21]([Cl:23])[CH:20]=[CH:19][C:18]=2[Cl:24])[C@H:11]2[CH2:15][CH2:14][NH:13][CH2:12]2)[CH:7]=[CH:6][C:3]=1[C:4]#[N:5].[CH2:25]([S:28](Cl)(=[O:30])=[O:29])[CH2:26][CH3:27], predict the reaction product. The product is: [Cl:1][C:2]1[CH:9]=[C:8]([N:10]([CH2:16][C:17]2[CH:22]=[C:21]([Cl:23])[CH:20]=[CH:19][C:18]=2[Cl:24])[C@H:11]2[CH2:15][CH2:14][N:13]([S:28]([CH2:25][CH2:26][CH3:27])(=[O:30])=[O:29])[CH2:12]2)[CH:7]=[CH:6][C:3]=1[C:4]#[N:5]. (3) Given the reactants [C:1]([CH2:3]P(=O)(OCC)OCC)#[N:2].CC(C)([O-])C.[K+].[CH2:18]1[C:21]2([CH2:24][C:23](=O)[CH2:22]2)[CH2:20][O:19]1, predict the reaction product. The product is: [CH2:18]1[C:21]2([CH2:24][C:23](=[CH:3][C:1]#[N:2])[CH2:22]2)[CH2:20][O:19]1. (4) Given the reactants [Cl:1][C:2]1[CH:8]=[CH:7][C:6]([S:9]([CH3:12])(=[O:11])=[O:10])=[CH:5][C:3]=1N.N([O-])=O.[Na+].[BrH:17], predict the reaction product. The product is: [Br:17][C:3]1[CH:5]=[C:6]([S:9]([CH3:12])(=[O:11])=[O:10])[CH:7]=[CH:8][C:2]=1[Cl:1]. (5) Given the reactants [CH2:1]([O:5][C:6](=[O:9])[CH:7]=[CH2:8])[CH2:2][CH2:3][CH3:4].[CH2:10]=[CH:11][C:12]1[CH:17]=[CH:16][CH:15]=[CH:14][CH:13]=1.[K].S(OOS([O-])(=O)=O)([O-])(=O)=O.[K+].[K+], predict the reaction product. The product is: [CH2:1]([O:5][C:6](=[O:9])[CH:7]=[CH2:8])[CH2:2][CH2:3][CH3:4].[CH2:10]=[CH:11][C:12]1[CH:17]=[CH:16][CH:15]=[CH:14][CH:13]=1. (6) The product is: [CH:1]([C:4]1[CH:5]=[CH:6][C:7]([C:10]2[N:14]([CH2:15][CH2:16][O:17][CH3:18])[C:13]3[C:19]([O:33][CH3:34])=[CH:20][C:21]([CH2:23][C:25]4[CH:30]=[CH:29][CH:28]=[CH:27][C:26]=4[S:31][CH3:32])=[CH:22][C:12]=3[N:11]=2)=[CH:8][CH:9]=1)([CH3:3])[CH3:2]. Given the reactants [CH:1]([C:4]1[CH:9]=[CH:8][C:7]([C:10]2[N:14]([CH2:15][CH2:16][O:17][CH3:18])[C:13]3[C:19]([O:33][CH3:34])=[CH:20][C:21]([CH:23]([C:25]4[CH:30]=[CH:29][CH:28]=[CH:27][C:26]=4[S:31][CH3:32])O)=[CH:22][C:12]=3[N:11]=2)=[CH:6][CH:5]=1)([CH3:3])[CH3:2].II.[PH2](=O)O.C(OCC)(=O)C, predict the reaction product.